Task: Predict the reactants needed to synthesize the given product.. Dataset: Full USPTO retrosynthesis dataset with 1.9M reactions from patents (1976-2016) (1) Given the product [NH2:11][C:10]1[C:25]([CH3:26])=[CH:12][C:6]([C:7]#[N:8])=[N:5][C:4]=1[CH3:3], predict the reactants needed to synthesize it. The reactants are: BrC1[C:7]([NH2:8])=[C:6](Br)[N:5]=[C:4]([C:10]#[N:11])[CH:3]=1.[CH3:12]B1OB(C)OB(C)O1.O1[CH2:26][CH2:25]OCC1. (2) Given the product [CH3:1][N:2]1[CH2:7][CH2:6][N:5]([C:18]([Cl:17])=[O:20])[CH2:4][CH2:3]1, predict the reactants needed to synthesize it. The reactants are: [CH3:1][N:2]1[CH2:7][CH2:6][NH:5][CH2:4][CH2:3]1.C(N(C(C)C)CC)(C)C.[Cl:17][C:18](Cl)([O:20]C(=O)OC(Cl)(Cl)Cl)Cl. (3) Given the product [CH2:21]([N:23]1[CH:27]=[C:26]([C:2]2[CH:3]=[CH:4][C:5]3[N:6]([C:8]([CH2:11][C:12]4[CH:13]=[CH:14][C:15]5[N:16]([CH:18]=[CH:19][N:20]=5)[CH:17]=4)=[CH:9][N:10]=3)[N:7]=2)[CH:25]=[N:24]1)[CH3:22], predict the reactants needed to synthesize it. The reactants are: Cl[C:2]1[CH:3]=[CH:4][C:5]2[N:6]([C:8]([CH2:11][C:12]3[CH:13]=[CH:14][C:15]4[N:16]([CH:18]=[CH:19][N:20]=4)[CH:17]=3)=[CH:9][N:10]=2)[N:7]=1.[CH2:21]([N:23]1[CH:27]=[C:26](B2OC(C)(C)C(C)(C)O2)[CH:25]=[N:24]1)[CH3:22]. (4) Given the product [O:1]([CH2:8][C:9]([NH:11][C@@H:12]1[C:44](=[O:45])[N:14]2[CH:15]([C:38]([OH:40])=[O:39])[C:16]([CH2:19][O:20][C:21]3[CH:26]=[CH:25][CH:24]=[CH:23][C:22]=3[C:27]3[NH:36][C:35](=[O:37])[C:34]4[C:29](=[CH:30][CH:31]=[CH:32][CH:33]=4)[N:28]=3)=[CH:17][S:18][C@H:13]12)=[O:10])[C:2]1[CH:3]=[CH:4][CH:5]=[CH:6][CH:7]=1, predict the reactants needed to synthesize it. The reactants are: [O:1]([CH2:8][C:9]([NH:11][C@@H:12]1[C:44](=[O:45])[N:14]2[CH:15]([C:38]([O:40]CC=C)=[O:39])[C:16]([CH2:19][O:20][C:21]3[CH:26]=[CH:25][CH:24]=[CH:23][C:22]=3[C:27]3[NH:36][C:35](=[O:37])[C:34]4[C:29](=[CH:30][CH:31]=[CH:32][CH:33]=4)[N:28]=3)=[CH:17][S:18][C@H:13]12)=[O:10])[C:2]1[CH:7]=[CH:6][CH:5]=[CH:4][CH:3]=1.C(C(CCCC)C([O-])=O)C.[Na+].C1C=CC(P(C2C=CC=CC=2)C2C=CC=CC=2)=CC=1.CC(O)=O. (5) The reactants are: [NH2:1][C:2]1[N:7]([CH2:8][CH2:9][CH3:10])[C:6](=[O:11])[N:5]([CH2:12][C:13]2[CH:18]=[CH:17][C:16]([Cl:19])=[CH:15][CH:14]=2)[C:4](=[O:20])[CH:3]=1.[N:21]([O-])=[O:22].[Na+]. Given the product [NH2:1][C:2]1[N:7]([CH2:8][CH2:9][CH3:10])[C:6](=[O:11])[N:5]([CH2:12][C:13]2[CH:14]=[CH:15][C:16]([Cl:19])=[CH:17][CH:18]=2)[C:4](=[O:20])[C:3]=1[N:21]=[O:22], predict the reactants needed to synthesize it. (6) Given the product [CH2:27]([NH:31][C:22]([C:7]1[C:8]([OH:21])=[C:9]([C:12]([NH:14][CH2:15][C:16]([OH:18])=[O:17])=[O:13])[C:10](=[O:11])[N:5]([CH:1]2[CH2:2][CH2:3][CH2:4]2)[C:6]=1[OH:26])=[O:23])[CH2:28][CH2:29][CH3:30], predict the reactants needed to synthesize it. The reactants are: [CH:1]1([N:5]2[C:10](=[O:11])[C:9]([C:12]([NH:14][CH2:15][C:16]([O:18]CC)=[O:17])=[O:13])=[C:8]([OH:21])[C:7]([C:22](OC)=[O:23])=[C:6]2[OH:26])[CH2:4][CH2:3][CH2:2]1.[CH2:27]([NH2:31])[CH2:28][CH2:29][CH3:30].Cl. (7) Given the product [F:13][C:14]([F:22])([F:21])[CH2:15][CH:16]([CH3:20])[C:17]([NH:12][C:10]1[CH:9]=[N:8][N:7]([C:3]2[CH:2]=[N:1][CH:6]=[CH:5][CH:4]=2)[CH:11]=1)=[O:18], predict the reactants needed to synthesize it. The reactants are: [N:1]1[CH:6]=[CH:5][CH:4]=[C:3]([N:7]2[CH:11]=[C:10]([NH2:12])[CH:9]=[N:8]2)[CH:2]=1.[F:13][C:14]([F:22])([F:21])[CH2:15][CH:16]([CH3:20])[C:17](O)=[O:18].Cl.CN(C)CCCN=C=NCC. (8) Given the product [Cl:25][C:11]1[N:6]2[N:5]=[C:4]([CH:1]3[CH2:3][CH2:2]3)[N:22]=[C:7]2[C:8]([C:20]#[N:21])=[C:9]([CH3:19])[C:10]=1[C:13]1[CH:18]=[CH:17][CH:16]=[CH:15][CH:14]=1, predict the reactants needed to synthesize it. The reactants are: [CH:1]1([C:4]2[NH:22][C:7]3=[C:8]([C:20]#[N:21])[C:9]([CH3:19])=[C:10]([C:13]4[CH:18]=[CH:17][CH:16]=[CH:15][CH:14]=4)[C:11](=O)[N:6]3[N:5]=2)[CH2:3][CH2:2]1.P(Cl)(Cl)([Cl:25])=O.